Predict the reactants needed to synthesize the given product. From a dataset of Full USPTO retrosynthesis dataset with 1.9M reactions from patents (1976-2016). Given the product [Cl:15][C:11]1[CH:10]=[C:9]([CH:14]=[CH:13][CH:12]=1)[O:8][C:3]1[C:2]([C:35]([C:26]2[C:27]3[N:31]=[C:30]([CH2:32][O:33][CH3:34])[NH:29][C:28]=3[C:23]([O:22][CH3:21])=[CH:24][CH:25]=2)=[O:36])=[CH:7][CH:6]=[CH:5][N:4]=1, predict the reactants needed to synthesize it. The reactants are: Br[C:2]1[C:3]([O:8][C:9]2[CH:14]=[CH:13][CH:12]=[C:11]([Cl:15])[CH:10]=2)=[N:4][CH:5]=[CH:6][CH:7]=1.C([Li])CCC.[CH3:21][O:22][C:23]1[C:28]2[N:29]=[C:30]([CH2:32][O:33][CH3:34])[NH:31][C:27]=2[C:26]([C:35](ON2C3C=CC=CC=3N=N2)=[O:36])=[CH:25][CH:24]=1.[Cl-].[NH4+].